Dataset: Full USPTO retrosynthesis dataset with 1.9M reactions from patents (1976-2016). Task: Predict the reactants needed to synthesize the given product. (1) Given the product [Cl:1][CH2:2][C:3]1[CH:12]=[CH:13][C:8]([CH:5]2[CH2:6][CH2:7]2)=[C:9]([O:16][C:17]([F:18])([F:20])[F:19])[CH:10]=1, predict the reactants needed to synthesize it. The reactants are: [Cl:1][CH2:2][CH2:3]Cl.[CH:5]1([C:8]2[CH:13]=[CH:12]C(CO)=[CH:10][C:9]=2[O:16][C:17]([F:20])([F:19])[F:18])[CH2:7][CH2:6]1.S(Cl)(Cl)=O. (2) Given the product [C:11]([C:10]1[C:6]2[CH:5]=[CH:4][CH:3]=[C:2]([Br:1])[C:7]=2[S:8][CH:9]=1)(=[O:13])[CH3:12], predict the reactants needed to synthesize it. The reactants are: [Br:1][C:2]1[C:7]2[S:8][CH:9]=[CH:10][C:6]=2[CH:5]=[CH:4][CH:3]=1.[C:11](OC(=O)C)(=[O:13])[CH3:12].[Sn](Cl)(Cl)(Cl)Cl.CCOCC. (3) Given the product [Cl:13][C:10]1[C:9]2[C:4](=[CH:5][C:6]([F:15])=[CH:7][C:8]=2[F:14])[N:3]=[C:2]([N:20]2[CH2:21][CH2:22][N:17]([CH3:16])[CH2:18][CH2:19]2)[C:11]=1[CH3:12], predict the reactants needed to synthesize it. The reactants are: Cl[C:2]1[C:11]([CH3:12])=[C:10]([Cl:13])[C:9]2[C:4](=[CH:5][C:6]([F:15])=[CH:7][C:8]=2[F:14])[N:3]=1.[CH3:16][N:17]1[CH2:22][CH2:21][NH:20][CH2:19][CH2:18]1. (4) Given the product [C:1]([N:5]([CH3:25])[C:6]([C:8]1[N:9]=[C:10]([Br:26])[N:11]2[C:20]3[C:15](=[CH:16][C:17]([O:23][CH3:24])=[C:18]([O:21][CH3:22])[CH:19]=3)[CH2:14][CH2:13][C:12]=12)=[O:7])([CH3:4])([CH3:3])[CH3:2], predict the reactants needed to synthesize it. The reactants are: [C:1]([N:5]([CH3:25])[C:6]([C:8]1[N:9]=[CH:10][N:11]2[C:20]3[C:15](=[CH:16][C:17]([O:23][CH3:24])=[C:18]([O:21][CH3:22])[CH:19]=3)[CH2:14][CH2:13][C:12]=12)=[O:7])([CH3:4])([CH3:3])[CH3:2].[Br:26]N1C(=O)CCC1=O.O. (5) Given the product [CH3:24][NH:25][C:4](=[O:6])[C:3]1[CH:7]=[CH:8][CH:9]=[CH:10][C:2]=1[NH:1][C:19](=[O:20])[C:18]1[CH:22]=[CH:23][C:15]([C:11]([CH3:14])([CH3:13])[CH3:12])=[CH:16][CH:17]=1, predict the reactants needed to synthesize it. The reactants are: [NH2:1][C:2]1[CH:10]=[CH:9][CH:8]=[CH:7][C:3]=1[C:4]([OH:6])=O.[C:11]([C:15]1[CH:23]=[CH:22][C:18]([C:19](Cl)=[O:20])=[CH:17][CH:16]=1)([CH3:14])([CH3:13])[CH3:12].[CH3:24][NH2:25]. (6) Given the product [OH:2][C:3]1[C:8]2[NH:9][C:10]([C:12]3[S:13][CH:14]=[CH:15][CH:16]=3)=[N:11][C:7]=2[C:6]([C:17]([NH:20][C@@H:21]([CH2:26][C:27]2[NH:31][CH:30]=[N:29][CH:28]=2)[C:22]([O:24][CH3:25])=[O:23])=[O:19])=[CH:5][CH:4]=1, predict the reactants needed to synthesize it. The reactants are: C[O:2][C:3]1[C:8]2[NH:9][C:10]([C:12]3[S:13][CH:14]=[CH:15][CH:16]=3)=[N:11][C:7]=2[C:6]([C:17]([OH:19])=O)=[CH:5][CH:4]=1.[NH2:20][C@@H:21]([CH2:26][C:27]1[NH:31][CH:30]=[N:29][CH:28]=1)[C:22]([O:24][CH3:25])=[O:23]. (7) The reactants are: [CH2:1]([O:3][C:4](=[O:32])[NH:5][C@@H:6]([C:26]1[CH:31]=[CH:30][CH:29]=[CH:28][CH:27]=1)[C:7]([N:9]1[CH2:13][CH2:12][CH2:11][C@@H:10]1[C:14](=[O:25])[NH:15][C:16]1[N:17]=[C:18]2[N:22]([CH:23]=1)[CH:21]=[C:20](Br)[S:19]2)=[O:8])[CH3:2].[CH3:33][O:34][C:35](=[O:68])[NH:36][C@H:37]([C:41]([N:43]1[CH2:47][CH2:46][CH2:45][C@H:44]1[C:48]1[NH:49][C:50]([C:53]2[CH:58]=[CH:57][C:56](B3OC(C)(C)C(C)(C)O3)=[CH:55][CH:54]=2)=[CH:51][N:52]=1)=[O:42])[CH:38]([CH3:40])[CH3:39]. Given the product [CH3:33][O:34][C:35](=[O:68])[NH:36][C@H:37]([C:41]([N:43]1[CH2:47][CH2:46][CH2:45][C@H:44]1[C:48]1[NH:49][C:50]([C:53]2[CH:54]=[CH:55][C:56]([C:20]3[S:19][C:18]4=[N:17][C:16]([NH:15][C:14]([C@@H:10]5[CH2:11][CH2:12][CH2:13][N:9]5[C:7](=[O:8])[C@H:6]([NH:5][C:4]([O:3][CH2:1][CH3:2])=[O:32])[C:26]5[CH:31]=[CH:30][CH:29]=[CH:28][CH:27]=5)=[O:25])=[CH:23][N:22]4[CH:21]=3)=[CH:57][CH:58]=2)=[CH:51][N:52]=1)=[O:42])[CH:38]([CH3:40])[CH3:39], predict the reactants needed to synthesize it. (8) Given the product [F:1][C:2]1[CH:7]=[CH:6][C:5]([C:8]2[C:12]([C:13]3[N:14]=[CH:15][N:16]([C:23]4[CH:28]=[CH:27][C:26]([N+:29]([O-:31])=[O:30])=[CH:25][CH:24]=4)[CH:17]=3)=[C:11]([C:18]([F:21])([F:19])[F:20])[O:10][N:9]=2)=[CH:4][CH:3]=1, predict the reactants needed to synthesize it. The reactants are: [F:1][C:2]1[CH:7]=[CH:6][C:5]([C:8]2[C:12]([C:13]3[N:14]=[CH:15][NH:16][CH:17]=3)=[C:11]([C:18]([F:21])([F:20])[F:19])[O:10][N:9]=2)=[CH:4][CH:3]=1.F[C:23]1[CH:28]=[CH:27][C:26]([N+:29]([O-:31])=[O:30])=[CH:25][CH:24]=1.